Dataset: Catalyst prediction with 721,799 reactions and 888 catalyst types from USPTO. Task: Predict which catalyst facilitates the given reaction. Reactant: ClN1C(=O)CCC1=O.[OH:9][N:10]=[CH:11][C:12]1[C:21]2[C:16](=[CH:17][CH:18]=[CH:19][CH:20]=2)[C:15]([CH2:22][NH:23][C:24](=[O:26])[CH3:25])=[CH:14][CH:13]=1.[Cl:27][C:28]1[CH:33]=[C:32]([C:34]([C:36]([F:39])([F:38])[F:37])=[CH2:35])[CH:31]=[C:30]([C:40]([F:43])([F:42])[F:41])[C:29]=1[Cl:44].C(=O)(O)[O-].[K+]. Product: [Cl:27][C:28]1[CH:33]=[C:32]([C:34]2([C:36]([F:39])([F:37])[F:38])[O:9][N:10]=[C:11]([C:12]3[C:21]4[C:16](=[CH:17][CH:18]=[CH:19][CH:20]=4)[C:15]([CH2:22][NH:23][C:24](=[O:26])[CH3:25])=[CH:14][CH:13]=3)[CH2:35]2)[CH:31]=[C:30]([C:40]([F:41])([F:42])[F:43])[C:29]=1[Cl:44]. The catalyst class is: 35.